Predict the reactants needed to synthesize the given product. From a dataset of Full USPTO retrosynthesis dataset with 1.9M reactions from patents (1976-2016). (1) Given the product [CH2:1]([O:5][C:6](=[O:18])[CH2:7][CH2:8][C:9]1[CH:14]=[C:13]([F:15])[C:12]([Cl:16])=[C:11]([F:17])[CH:10]=1)[CH2:2][CH2:3][CH3:4], predict the reactants needed to synthesize it. The reactants are: [CH2:1]([O:5][C:6](=[O:18])[CH:7]=[CH:8][C:9]1[CH:14]=[C:13]([F:15])[C:12]([Cl:16])=[C:11]([F:17])[CH:10]=1)[CH2:2][CH2:3][CH3:4].C. (2) Given the product [Br:1][C:2]1[CH:7]=[CH:6][C:5]([Cl:8])=[CH:4][C:3]=1[CH2:9][Br:17], predict the reactants needed to synthesize it. The reactants are: [Br:1][C:2]1[CH:7]=[CH:6][C:5]([Cl:8])=[CH:4][C:3]=1[CH3:9].C1C(=O)N([Br:17])C(=O)C1.C(OOC(=O)C1C=CC=CC=1)(=O)C1C=CC=CC=1. (3) The reactants are: [NH2:1][C:2]1[CH:7]=[CH:6][C:5]([CH2:8][C:9]([OH:11])=[O:10])=[C:4]([S:12][CH3:13])[CH:3]=1.[CH:14](OCC)(OCC)OCC.[N-:24]=[N+:25]=[N-:26].[Na+]. Given the product [CH3:13][S:12][C:4]1[CH:3]=[C:2]([N:1]2[CH:14]=[N:26][N:25]=[N:24]2)[CH:7]=[CH:6][C:5]=1[CH2:8][C:9]([OH:11])=[O:10], predict the reactants needed to synthesize it. (4) Given the product [CH:1]1([N:6]2[CH2:7][CH2:8][N:9]([C:12]([C:14]3[CH:15]=[C:16]4[C:20](=[CH:21][CH:22]=3)[N:19]([C:39]3[CH:38]=[CH:37][CH:36]=[C:35]([O:34][CH3:33])[CH:40]=3)[C:18]([C:23]([N:25]3[CH2:26][CH2:27][C:28]([F:31])([F:32])[CH2:29][CH2:30]3)=[O:24])=[CH:17]4)=[O:13])[CH2:10][CH2:11]2)[CH2:5][CH2:4][CH2:3][CH2:2]1, predict the reactants needed to synthesize it. The reactants are: [CH:1]1([N:6]2[CH2:11][CH2:10][N:9]([C:12]([C:14]3[CH:15]=[C:16]4[C:20](=[CH:21][CH:22]=3)[NH:19][C:18]([C:23]([N:25]3[CH2:30][CH2:29][C:28]([F:32])([F:31])[CH2:27][CH2:26]3)=[O:24])=[CH:17]4)=[O:13])[CH2:8][CH2:7]2)[CH2:5][CH2:4][CH2:3][CH2:2]1.[CH3:33][O:34][C:35]1[CH:36]=[C:37](B(O)O)[CH:38]=[CH:39][CH:40]=1.N1C=CC=CC=1. (5) Given the product [F:1][C:2]1[CH:7]=[CH:6][CH:5]=[CH:4][C:3]=1[N:8]1[C:9]2[CH:14]=[CH:13][CH:12]=[CH:11][C:10]=2[NH:15][S:16]1(=[O:18])=[O:17], predict the reactants needed to synthesize it. The reactants are: [F:1][C:2]1[CH:7]=[CH:6][CH:5]=[CH:4][C:3]=1[NH:8][C:9]1[C:10]([NH2:15])=[CH:11][CH:12]=[CH:13][CH:14]=1.[S:16](N)(N)(=[O:18])=[O:17]. (6) Given the product [NH2:17][C:16]1[C:11]2[C:12](=[N:13][C:8]([C:5]3[CH:4]=[CH:3][C:2]([NH:1][C:37]([NH:36][C:27]4[CH:28]=[C:29]([C:32]([F:33])([F:35])[F:34])[CH:30]=[CH:31][C:26]=4[F:25])=[O:38])=[CH:7][CH:6]=3)=[CH:9][CH:10]=2)[NH:14][N:15]=1, predict the reactants needed to synthesize it. The reactants are: [NH2:1][C:2]1[CH:7]=[CH:6][C:5]([C:8]2[N:13]=[C:12]3[NH:14][N:15]=[C:16]([NH2:17])[C:11]3=[CH:10][CH:9]=2)=[CH:4][CH:3]=1.C(N(CC)CC)C.[F:25][C:26]1[CH:31]=[CH:30][C:29]([C:32]([F:35])([F:34])[F:33])=[CH:28][C:27]=1[N:36]=[C:37]=[O:38]. (7) Given the product [O:39]1[CH:40]=[CH:41][CH2:42][CH2:43][CH:44]1[C:2]1[C:3]([O:8][C:9]2[CH:14]=[CH:13][C:12]([NH:15][C:16]3[S:17][C:18]4[CH:24]=[CH:23][CH:22]=[CH:21][C:19]=4[N:20]=3)=[CH:11][CH:10]=2)=[N:4][CH:5]=[CH:6][CH:7]=1, predict the reactants needed to synthesize it. The reactants are: Br[C:2]1[C:3]([O:8][C:9]2[CH:14]=[CH:13][C:12]([NH:15][C:16]3[S:17][C:18]4[CH:24]=[CH:23][CH:22]=[CH:21][C:19]=4[N:20]=3)=[CH:11][CH:10]=2)=[N:4][CH:5]=[CH:6][CH:7]=1.C1(N(C)C2CCCCC2)CCCCC1.[O:39]1[CH:44]=[CH:43][CH2:42][CH2:41][CH2:40]1.